This data is from Forward reaction prediction with 1.9M reactions from USPTO patents (1976-2016). The task is: Predict the product of the given reaction. (1) Given the reactants [C:1]([C:6]1[CH:7]=[C:8]2[C:12](=[CH:13][CH:14]=1)[NH:11][C:10](=[O:15])[CH2:9]2)(=[O:5])[CH2:2][CH2:3][CH3:4].[CH3:16][CH2:17][O:18][C:19](OCC)(OCC)[C:20]1[CH:25]=[CH:24][CH:23]=[CH:22][CH:21]=1.[C:32](OC(=O)C)(=[O:34])[CH3:33], predict the reaction product. The product is: [C:32]([N:11]1[C:12]2[C:8](=[CH:7][C:6]([C:1](=[O:5])[CH2:2][CH2:3][CH3:4])=[CH:14][CH:13]=2)[C:9](=[C:19]([O:18][CH2:17][CH3:16])[C:20]2[CH:25]=[CH:24][CH:23]=[CH:22][CH:21]=2)[C:10]1=[O:15])(=[O:34])[CH3:33]. (2) The product is: [Cl:13][C:14]1[CH:15]=[CH:16][C:17]([CH:20]([CH:27]2[CH2:28][CH2:29][C:25](=[O:30])[CH2:26]2)[C:21]([O:23][CH3:24])=[O:22])=[CH:18][CH:19]=1. Given the reactants C(NC(C)C)(C)C.C([Li])CCC.[Cl:13][C:14]1[CH:19]=[CH:18][C:17]([CH2:20][C:21]([O:23][CH3:24])=[O:22])=[CH:16][CH:15]=1.[C:25]1(=[O:30])[CH2:29][CH2:28][CH:27]=[CH:26]1.[Cl-].[NH4+], predict the reaction product. (3) Given the reactants [H-].[Na+].[F:3][C:4]1[CH:9]=[CH:8][CH:7]=[CH:6][C:5]=1[CH2:10][OH:11].Cl[C:13]1[CH:20]=[CH:19][C:16]([C:17]#[N:18])=[CH:15][N:14]=1.[Cl-].[NH4+].CC(C[AlH]CC(C)C)C.Cl.C(=O)(O)[O-].[Na+].[CH3:38][C:39]([S@:42](N)=[O:43])([CH3:41])[CH3:40], predict the reaction product. The product is: [F:3][C:4]1[CH:9]=[CH:8][CH:7]=[CH:6][C:5]=1[CH2:10][O:11][C:13]1[N:14]=[CH:15][C:16](/[CH:17]=[N:18]/[S@@:42]([C:39]([CH3:41])([CH3:40])[CH3:38])=[O:43])=[CH:19][CH:20]=1. (4) Given the reactants [CH3:1][N:2]1[C:6]([CH3:7])=[CH:5][C:4]([NH:8][C:9](=[O:30])[C:10]2[CH:15]=[C:14]([O:16]CC3C=CC=CC=3)[CH:13]=[C:12]([O:24][CH:25]([CH2:28][F:29])[CH2:26][F:27])[CH:11]=2)=[N:3]1, predict the reaction product. The product is: [CH3:1][N:2]1[C:6]([CH3:7])=[CH:5][C:4]([NH:8][C:9](=[O:30])[C:10]2[CH:15]=[C:14]([OH:16])[CH:13]=[C:12]([O:24][CH:25]([CH2:26][F:27])[CH2:28][F:29])[CH:11]=2)=[N:3]1. (5) Given the reactants Br[C:2]1[CH:19]=[C:18]([F:20])[C:5]([CH2:6][N:7]2[C:12](=[O:13])[C:11]3[CH:14]=[CH:15][N:16]=[CH:17][C:10]=3[N:9]=[CH:8]2)=[C:4]([F:21])[CH:3]=1.[CH3:22][N:23]1[CH:31]=[C:30]2[C:25]([CH:26]=[CH:27][CH:28]=[C:29]2B(O)O)=[N:24]1.C([O-])([O-])=O.[Cs+].[Cs+].O, predict the reaction product. The product is: [F:20][C:18]1[CH:19]=[C:2]([C:29]2[C:30]3[C:25]([CH:26]=[CH:27][CH:28]=2)=[N:24][N:23]([CH3:22])[CH:31]=3)[CH:3]=[C:4]([F:21])[C:5]=1[CH2:6][N:7]1[C:12](=[O:13])[C:11]2[CH:14]=[CH:15][N:16]=[CH:17][C:10]=2[N:9]=[CH:8]1. (6) Given the reactants [C:1]([C:3]1[C:4]([S:16][CH2:17][CH2:18][NH:19][CH2:20][C@H:21]([C:25]2[CH:30]=[CH:29][C:28]([Cl:31])=[C:27]([Cl:32])[CH:26]=2)[CH2:22][CH:23]=[CH2:24])=[C:5]([C:13]([OH:15])=O)[C:6]2[C:11]([CH:12]=1)=[CH:10][CH:9]=[CH:8][CH:7]=2)#[N:2].C(N(C(C)C)CC)(C)C.O=C1N(P(Cl)(N2CCOC2=O)=O)CCO1, predict the reaction product. The product is: [Cl:32][C:27]1[CH:26]=[C:25]([C@H:21]([CH2:22][CH:23]=[CH2:24])[CH2:20][N:19]2[C:13](=[O:15])[C:5]3[C:6]4[C:11]([CH:12]=[C:3]([C:1]#[N:2])[C:4]=3[S:16][CH2:17][CH2:18]2)=[CH:10][CH:9]=[CH:8][CH:7]=4)[CH:30]=[CH:29][C:28]=1[Cl:31]. (7) Given the reactants [Cl:1][C:2]1[CH:7]=[CH:6][C:5]([C@H:8]2[C@H:13]([OH:14])[C@@H:12]([OH:15])[C@H:11]([OH:16])[C@@H:10]([CH2:17]I)[O:9]2)=[CH:4][C:3]=1[CH2:19][C:20]1[S:21][C:22]([C:25]2[O:26][CH:27]=[CH:28][CH:29]=2)=[CH:23][N:24]=1.N(CC)CC, predict the reaction product. The product is: [Cl:1][C:2]1[CH:7]=[CH:6][C:5]([C@H:8]2[C@H:13]([OH:14])[C@@H:12]([OH:15])[C@H:11]([OH:16])[C@@H:10]([CH3:17])[O:9]2)=[CH:4][C:3]=1[CH2:19][C:20]1[S:21][C:22]([C:25]2[O:26][CH:27]=[CH:28][CH:29]=2)=[CH:23][N:24]=1.